Dataset: Reaction yield outcomes from USPTO patents with 853,638 reactions. Task: Predict the reaction yield, written as a fraction of the theoretical maximum amount of product (1.0 means a 100% yield; for example, 0.34 means a 34% yield). The yield is 0.520. The catalyst is CN(C1C=CN=CC=1)C.ClCCl. The reactants are [CH2:1]([O:8][C:9]([N:11](C(OCC1C=CC=CC=1)=O)[C:12]1[C:21]2[N:22]=[C:23]([CH2:30][O:31][CH2:32][CH3:33])[N:24]([CH2:25][C:26]([OH:29])([CH3:28])[CH3:27])[C:20]=2[C:19]2[CH:18]=[CH:17][C:16]([CH2:34][CH2:35][C:36]([O:38][CH2:39][CH3:40])=[O:37])=[CH:15][C:14]=2[N:13]=1)=[O:10])[C:2]1[CH:7]=[CH:6][CH:5]=[CH:4][CH:3]=1.[CH2:51]([N:58]([CH2:63][C:64]1[CH:69]=[CH:68][CH:67]=[CH:66][CH:65]=1)[CH2:59][C:60](O)=[O:61])[C:52]1[CH:57]=[CH:56][CH:55]=[CH:54][CH:53]=1.C(N=C=NCCCN(C)C)C. The product is [CH2:1]([O:8][C:9]([NH:11][C:12]1[C:21]2[N:22]=[C:23]([CH2:30][O:31][CH2:32][CH3:33])[N:24]([CH2:25][C:26]([O:29][C:60](=[O:61])[CH2:59][N:58]([CH2:51][C:52]3[CH:57]=[CH:56][CH:55]=[CH:54][CH:53]=3)[CH2:63][C:64]3[CH:69]=[CH:68][CH:67]=[CH:66][CH:65]=3)([CH3:28])[CH3:27])[C:20]=2[C:19]2[CH:18]=[CH:17][C:16]([CH2:34][CH2:35][C:36]([O:38][CH2:39][CH3:40])=[O:37])=[CH:15][C:14]=2[N:13]=1)=[O:10])[C:2]1[CH:7]=[CH:6][CH:5]=[CH:4][CH:3]=1.